This data is from Forward reaction prediction with 1.9M reactions from USPTO patents (1976-2016). The task is: Predict the product of the given reaction. (1) The product is: [Cl:21][C:22]1[C:23]([CH:29]2[O:30][CH2:31][CH2:32][O:33]2)=[CH:24][CH:25]=[C:26]([F:28])[C:27]=1[CH:35]=[O:34]. Given the reactants C(NC(C)C)(C)C.C([Li])CCC.C([N-]C(C)C)(C)C.[Li+].[Cl:21][C:22]1[CH:27]=[C:26]([F:28])[CH:25]=[CH:24][C:23]=1[CH:29]1[O:33][CH2:32][CH2:31][O:30]1.[O:34]1CCC[CH2:35]1, predict the reaction product. (2) The product is: [NH2:31][C:32]1[CH:37]=[C:36]([C:2]2[CH:7]=[CH:6][N:5]=[C:4]3[NH:8][C:9]([CH:11]4[CH2:12][CH2:13][N:14]([C:17]([O:19][C:20]([CH3:23])([CH3:21])[CH3:22])=[O:18])[CH2:15][CH2:16]4)=[CH:10][C:3]=23)[C:35]([Cl:41])=[CH:34][N:33]=1. Given the reactants Cl[C:2]1[CH:7]=[CH:6][N:5]=[C:4]2[NH:8][C:9]([CH:11]3[CH2:16][CH2:15][N:14]([C:17]([O:19][C:20]([CH3:23])([CH3:22])[CH3:21])=[O:18])[CH2:13][CH2:12]3)=[CH:10][C:3]=12.C(OC([NH:31][C:32]1[CH:37]=[C:36](B(O)O)[C:35]([Cl:41])=[CH:34][N:33]=1)=O)(C)(C)C.C1(P(C2CCCCC2)C2CCCCC2)CCCCC1.C(=O)([O-])[O-].[Cs+].[Cs+].C([O-])([O-])=O.[Na+].[Na+], predict the reaction product. (3) Given the reactants Br[C:2]1[CH:3]=[C:4]([CH:14]=[C:15]([F:17])[CH:16]=1)[CH2:5][NH:6][C:7](=[O:13])[O:8][C:9]([CH3:12])([CH3:11])[CH3:10].[B:18]1([B:18]2[O:22][C:21]([CH3:24])([CH3:23])[C:20]([CH3:26])([CH3:25])[O:19]2)[O:22][C:21]([CH3:24])([CH3:23])[C:20]([CH3:26])([CH3:25])[O:19]1.C([O-])(=O)C.[K+].C(Cl)Cl, predict the reaction product. The product is: [F:17][C:15]1[CH:14]=[C:4]([CH:3]=[C:2]([B:18]2[O:22][C:21]([CH3:24])([CH3:23])[C:20]([CH3:26])([CH3:25])[O:19]2)[CH:16]=1)[CH2:5][NH:6][C:7](=[O:13])[O:8][C:9]([CH3:12])([CH3:11])[CH3:10]. (4) Given the reactants [N+]([O-])(O)=O.[NH+]([O-])=O.[CH3:8][O:9][C:10](=[O:36])[C:11]1[CH:16]=[CH:15][C:14]([CH3:17])=[C:13]([N:18]2[CH:22]=[C:21]([C:23]3[CH:24]=[N:25][N:26]([C:29]4[CH:34]=[CH:33][CH:32]=[CH:31][CH:30]=4)[C:27]=3[CH3:28])[N:20]=[C:19]2S)[CH:12]=1.C([O-])(O)=O.[Na+], predict the reaction product. The product is: [CH3:8][O:9][C:10](=[O:36])[C:11]1[CH:16]=[CH:15][C:14]([CH3:17])=[C:13]([N:18]2[CH:22]=[C:21]([C:23]3[CH:24]=[N:25][N:26]([C:29]4[CH:34]=[CH:33][CH:32]=[CH:31][CH:30]=4)[C:27]=3[CH3:28])[N:20]=[CH:19]2)[CH:12]=1. (5) Given the reactants [OH:1][CH:2]1[CH2:7][CH2:6][CH:5]([NH:8]C(=O)OCCCC)[CH2:4][CH2:3]1.[H-].[Na+].F[C:19]1[CH:24]=[CH:23][C:22]([S:25]([NH2:28])(=[O:27])=[O:26])=[CH:21][C:20]=1[N+:29]([O-:31])=[O:30].Cl, predict the reaction product. The product is: [NH2:8][C@H:5]1[CH2:4][CH2:3][C@H:2]([O:1][C:19]2[CH:24]=[CH:23][C:22]([S:25]([NH2:28])(=[O:27])=[O:26])=[CH:21][C:20]=2[N+:29]([O-:31])=[O:30])[CH2:7][CH2:6]1. (6) Given the reactants [Br:1][C:2]1[C:7]([O:8][CH2:9][C:10]([C:12]2[C:17]([F:18])=[CH:16][CH:15]=[CH:14][C:13]=2[F:19])=O)=[CH:6][CH:5]=[CH:4][N:3]=1.C([BH3-])#[N:21].[Na+].CCOC(C)=O.CCCCCC.O, predict the reaction product. The product is: [Br:1][C:2]1[C:7]([O:8][CH2:9][CH:10]([NH2:21])[C:12]2[C:17]([F:18])=[CH:16][CH:15]=[CH:14][C:13]=2[F:19])=[CH:6][CH:5]=[CH:4][N:3]=1. (7) Given the reactants [S-:1][C:2]#[N:3].[K+].[CH3:5][C:6]([CH3:11])=[CH:7][C:8](Cl)=[O:9], predict the reaction product. The product is: [CH3:5][C:6]([CH3:11])=[CH:7][C:8]([N:3]=[C:2]=[S:1])=[O:9]. (8) Given the reactants [C:1]([O:5][C:6](=[O:15])[NH:7][C:8]1[CH:9]=[N:10][C:11]([CH3:14])=[CH:12][CH:13]=1)([CH3:4])([CH3:3])[CH3:2], predict the reaction product. The product is: [C:1]([O:5][C:6](=[O:15])[NH:7][CH:8]1[CH2:13][CH2:12][CH:11]([CH3:14])[NH:10][CH2:9]1)([CH3:4])([CH3:2])[CH3:3]. (9) Given the reactants CS(O)(=O)=O.[CH:6]#[C:7][CH2:8][NH:9][C@H:10]1[C:14]2[CH:15]=[CH:16][CH:17]=[CH:18][C:13]=2[CH2:12][CH2:11]1.C1(C)C=CC=CC=1.[OH-].[Na+], predict the reaction product. The product is: [CH:6]#[C:7][CH2:8][NH:9][C@H:10]1[C:14]2[CH:15]=[CH:16][CH:17]=[CH:18][C:13]=2[CH2:12][CH2:11]1.